Dataset: Full USPTO retrosynthesis dataset with 1.9M reactions from patents (1976-2016). Task: Predict the reactants needed to synthesize the given product. Given the product [CH:1]1([CH2:4][N:5]([CH2:24][CH2:25][CH3:26])[C:6]2[N:11]=[CH:10][N:9]=[C:8]([C:12]([NH:14][C:15]3[CH:16]=[C:17]4[C:21](=[CH:22][CH:23]=3)[N:20]([CH2:34][C:35]([O:37][CH2:38][CH3:39])=[O:36])[N:19]=[CH:18]4)=[O:13])[CH:7]=2)[CH2:3][CH2:2]1, predict the reactants needed to synthesize it. The reactants are: [CH:1]1([CH2:4][N:5]([CH2:24][CH2:25][CH3:26])[C:6]2[N:11]=[CH:10][N:9]=[C:8]([C:12]([NH:14][C:15]3[CH:16]=[C:17]4[C:21](=[CH:22][CH:23]=3)[NH:20][N:19]=[CH:18]4)=[O:13])[CH:7]=2)[CH2:3][CH2:2]1.C(=O)([O-])[O-].[K+].[K+].Br[CH2:34][C:35]([O:37][CH2:38][CH3:39])=[O:36].O.